The task is: Predict the reaction yield, written as a fraction of the theoretical maximum amount of product (1.0 means a 100% yield; for example, 0.34 means a 34% yield).. This data is from Reaction yield outcomes from USPTO patents with 853,638 reactions. (1) The reactants are [Cl:1][C:2]1[CH:19]=[C:18]([CH:20]=[CH2:21])[CH:17]=[CH:16][C:3]=1[CH2:4][N:5]1[C:13](=[O:14])[C:12]2[C:7](=[CH:8][CH:9]=[CH:10][CH:11]=2)[C:6]1=[O:15].Br[CH:23]([C:28]1[CH:33]=[C:32]([Cl:34])[CH:31]=[C:30]([Cl:35])[CH:29]=1)[C:24]([F:27])([F:26])[F:25].N1C=CC=CC=1C1C=CC=CN=1. The catalyst is ClC1C=CC=CC=1Cl.Cl[Cu]. The product is [Cl:1][C:2]1[CH:19]=[C:18](/[CH:20]=[CH:21]/[CH:23]([C:28]2[CH:29]=[C:30]([Cl:35])[CH:31]=[C:32]([Cl:34])[CH:33]=2)[C:24]([F:27])([F:26])[F:25])[CH:17]=[CH:16][C:3]=1[CH2:4][N:5]1[C:13](=[O:14])[C:12]2[C:7](=[CH:8][CH:9]=[CH:10][CH:11]=2)[C:6]1=[O:15]. The yield is 0.500. (2) The reactants are N#N.CCN=C=NCCCN(C)C.Cl.CCN(CC)CC.[CH3:22][O:23][C:24]1[CH:25]=[C:26]([CH2:34][CH2:35][C:36]([OH:38])=O)[CH:27]=[C:28]([O:32][CH3:33])[C:29]=1[O:30][CH3:31].[CH3:39][O:40][C:41](=[O:49])[C:42]1[CH:47]=[CH:46][C:45]([NH2:48])=[CH:44][CH:43]=1. The catalyst is C(Cl)Cl.CN(C1C=CN=CC=1)C. The product is [CH3:39][O:40][C:41](=[O:49])[C:42]1[CH:47]=[CH:46][C:45]([NH:48][C:36](=[O:38])[CH2:35][CH2:34][C:26]2[CH:27]=[C:28]([O:32][CH3:33])[C:29]([O:30][CH3:31])=[C:24]([O:23][CH3:22])[CH:25]=2)=[CH:44][CH:43]=1. The yield is 0.880. (3) The reactants are [NH:1]1[CH2:11][CH2:10][CH2:9][C@H:3]([C:4]([O:6][CH2:7][CH3:8])=[O:5])[CH2:2]1.[C:12](O[C:12]([O:14][C:15]([CH3:18])([CH3:17])[CH3:16])=[O:13])([O:14][C:15]([CH3:18])([CH3:17])[CH3:16])=[O:13]. The yield is 0.972. The product is [N:1]1([C:12]([O:14][C:15]([CH3:18])([CH3:17])[CH3:16])=[O:13])[CH2:11][CH2:10][CH2:9][C@H:3]([C:4]([O:6][CH2:7][CH3:8])=[O:5])[CH2:2]1. The catalyst is C1COCC1. (4) The catalyst is C(O)C.CC(C)[O-].CC(C)[O-].CC(C)[O-].CC(C)[O-].[Ti+4]. The product is [CH2:1]([C:3]1[N:13]([CH2:14][C:15]2[CH:20]=[CH:19][C:18]([NH:21][CH2:22][CH:23]3[CH2:28][CH2:27][N:26]([CH:30]([CH3:32])[CH3:29])[CH2:25][CH2:24]3)=[CH:17][CH:16]=2)[C:6]2=[N:7][C:8]([CH3:12])=[CH:9][C:10]([CH3:11])=[C:5]2[N:4]=1)[CH3:2]. The reactants are [CH2:1]([C:3]1[N:13]([CH2:14][C:15]2[CH:20]=[CH:19][C:18]([NH:21][CH2:22][CH:23]3[CH2:28][CH2:27][NH:26][CH2:25][CH2:24]3)=[CH:17][CH:16]=2)[C:6]2=[N:7][C:8]([CH3:12])=[CH:9][C:10]([CH3:11])=[C:5]2[N:4]=1)[CH3:2].[CH3:29][C:30]([CH3:32])=O.C([BH3-])#N.[Na+].O. The yield is 0.130. (5) The reactants are [Cl:1][C:2]1[CH:33]=[CH:32][C:5]([C:6]([NH:8][C:9]2[CH:31]=[CH:30][C:12]([CH2:13][C:14]3[C:22]4[C:17](=[CH:18][CH:19]=[CH:20][CH:21]=4)[N:16]([CH2:23][C:24]([O:26]CC)=[O:25])[C:15]=3[CH3:29])=[CH:11][CH:10]=2)=[O:7])=[CH:4][CH:3]=1.O.[OH-].[Li+].O1CCCC1.CO. The catalyst is O. The product is [Cl:1][C:2]1[CH:3]=[CH:4][C:5]([C:6]([NH:8][C:9]2[CH:31]=[CH:30][C:12]([CH2:13][C:14]3[C:22]4[C:17](=[CH:18][CH:19]=[CH:20][CH:21]=4)[N:16]([CH2:23][C:24]([OH:26])=[O:25])[C:15]=3[CH3:29])=[CH:11][CH:10]=2)=[O:7])=[CH:32][CH:33]=1. The yield is 0.959.